From a dataset of Full USPTO retrosynthesis dataset with 1.9M reactions from patents (1976-2016). Predict the reactants needed to synthesize the given product. Given the product [Cl:1][C:2]1[C:3]2[C:10]([N+:30]([O-:32])=[O:31])=[CH:9][N:8]([C@@H:11]3[O:24][C@H:23]([CH2:25][O:26][C:27](=[O:29])[CH3:28])[C@@H:17]([O:18][C:19](=[O:22])[CH2:20][CH3:21])[C@H:12]3[O:13][C:14](=[O:16])[CH3:15])[C:4]=2[N:5]=[CH:6][N:7]=1, predict the reactants needed to synthesize it. The reactants are: [Cl:1][C:2]1[C:3]2[CH:10]=[CH:9][N:8]([C@@H:11]3[O:24][C@H:23]([CH2:25][O:26][C:27](=[O:29])[CH3:28])[C@@H:17]([O:18][C:19](=[O:22])[CH2:20][CH3:21])[C@H:12]3[O:13][C:14](=[O:16])[CH3:15])[C:4]=2[N:5]=[CH:6][N:7]=1.[N+:30]([O-])([OH:32])=[O:31].OS(O)(=O)=O.